Dataset: Reaction yield outcomes from USPTO patents with 853,638 reactions. Task: Predict the reaction yield, written as a fraction of the theoretical maximum amount of product (1.0 means a 100% yield; for example, 0.34 means a 34% yield). (1) The reactants are [NH2:1][C:2]1[CH:3]=[C:4]([CH:21]=[CH:22][C:23]=1[CH3:24])[O:5][C:6]1[CH:7]=[CH:8][C:9]2[N:10]([CH:12]=[C:13]([NH:15][C:16]([CH:18]3[CH2:20][CH2:19]3)=[O:17])[N:14]=2)[N:11]=1.[CH3:25][N:26]1[CH:30]=[C:29]([CH3:31])[C:28]([C:32](O)=[O:33])=[N:27]1.S(Cl)(Cl)=O. The catalyst is CN(C)C=O.CN(C)C(=O)C. The product is [CH:18]1([C:16]([NH:15][C:13]2[N:14]=[C:9]3[CH:8]=[CH:7][C:6]([O:5][C:4]4[CH:21]=[CH:22][C:23]([CH3:24])=[C:2]([NH:1][C:32]([C:28]5[C:29]([CH3:31])=[CH:30][N:26]([CH3:25])[N:27]=5)=[O:33])[CH:3]=4)=[N:11][N:10]3[CH:12]=2)=[O:17])[CH2:20][CH2:19]1. The yield is 0.470. (2) The reactants are [CH:1]1([C:6]2[CH:11]=[C:10]([O:12]CC3C=CC=CC=3)[CH:9]=[CH:8][C:7]=2[C:20]2[CH:25]=[CH:24][CH:23]=[C:22]([N:26]3[C:30]([CH3:31])=[CH:29][CH:28]=[C:27]3[CH3:32])[N:21]=2)[CH2:5][CH2:4][CH2:3][CH2:2]1.C([O-])=O.[NH4+]. The catalyst is [OH-].[OH-].[Pd+2]. The product is [CH:1]1([C:6]2[CH:11]=[C:10]([OH:12])[CH:9]=[CH:8][C:7]=2[C:20]2[CH:25]=[CH:24][CH:23]=[C:22]([N:26]3[C:27]([CH3:32])=[CH:28][CH:29]=[C:30]3[CH3:31])[N:21]=2)[CH2:2][CH2:3][CH2:4][CH2:5]1. The yield is 0.480. (3) The reactants are C(=O)([O-])[O-].[K+].[K+].Cl.[NH2:8][C:9]12[CH2:16][CH2:15][C:12]([C:17]([O:19][CH2:20][CH3:21])=[O:18])([CH2:13][CH2:14]1)[CH2:11][CH2:10]2.[F:22][C@@H:23]1[CH2:27][N:26]([C:28](=[O:40])[CH2:29]OS(C2C=CC=CC=2)(=O)=O)[C@H:25]([C:41]([NH2:43])=[O:42])[CH2:24]1.O. The catalyst is CN(C)C=O. The product is [CH2:20]([O:19][C:17]([C:12]12[CH2:11][CH2:10][C:9]([NH:8][CH2:29][C:28]([N:26]3[CH2:27][C@@H:23]([F:22])[CH2:24][C@H:25]3[C:41]([NH2:43])=[O:42])=[O:40])([CH2:16][CH2:15]1)[CH2:14][CH2:13]2)=[O:18])[CH3:21]. The yield is 0.750. (4) The reactants are [CH3:1][N:2]([CH2:10][CH2:11][N:12]([CH3:39])[CH2:13][C:14]1[C:22]2[C:17](=[CH:18][CH:19]=[C:20]([O:23][C:24]3[CH:29]=[CH:28][C:27]([N+:30]([O-])=O)=[CH:26][CH:25]=3)[CH:21]=2)[N:16]([CH:33]2[CH2:38][CH2:37][CH2:36][CH2:35][O:34]2)[N:15]=1)[C:3](=[O:9])[O:4][C:5]([CH3:8])([CH3:7])[CH3:6]. The catalyst is CO.[Ni]. The product is [NH2:30][C:27]1[CH:26]=[CH:25][C:24]([O:23][C:20]2[CH:21]=[C:22]3[C:17](=[CH:18][CH:19]=2)[N:16]([CH:33]2[CH2:38][CH2:37][CH2:36][CH2:35][O:34]2)[N:15]=[C:14]3[CH2:13][N:12]([CH3:39])[CH2:11][CH2:10][N:2]([CH3:1])[C:3](=[O:9])[O:4][C:5]([CH3:7])([CH3:8])[CH3:6])=[CH:29][CH:28]=1. The yield is 0.770.